From a dataset of Catalyst prediction with 721,799 reactions and 888 catalyst types from USPTO. Predict which catalyst facilitates the given reaction. (1) Reactant: [Br:1][C:2]1[N:7]=[C:6]([CH3:8])[C:5]([F:9])=[CH:4][CH:3]=1.[Br:10]N1C(=O)CCC1=O.N(C(C)(C)C#N)=NC(C)(C)C#N. Product: [Br:1][C:2]1[N:7]=[C:6]([CH2:8][Br:10])[C:5]([F:9])=[CH:4][CH:3]=1. The catalyst class is: 4. (2) Reactant: [H-].[Na+].CN(C=O)C.[OH:8][C@@H:9]1[CH2:13][CH2:12][N:11]([C:14]([O:16][C:17]([CH3:20])([CH3:19])[CH3:18])=[O:15])[CH2:10]1.C1(C)C=CC(S(O[CH2:31][CH2:32][F:33])(=O)=O)=CC=1. Product: [F:33][CH2:32][CH2:31][O:8][C@@H:9]1[CH2:13][CH2:12][N:11]([C:14]([O:16][C:17]([CH3:20])([CH3:19])[CH3:18])=[O:15])[CH2:10]1. The catalyst class is: 13. (3) Reactant: OP([O-])([O-])=O.[Na+].[Na+].S([O-])([O-])=O.[Na+].[Na+].[F:14][C:15]1[CH:16]=[C:17]([S:22](Cl)(=[O:24])=[O:23])[CH:18]=[CH:19][C:20]=1[CH3:21].Br[CH2:27][C:28]1[CH:33]=[CH:32][C:31]([C:34]([F:43])([C:39]([F:42])([F:41])[F:40])[C:35]([F:38])([F:37])[F:36])=[CH:30][CH:29]=1. The catalyst class is: 283. Product: [F:14][C:15]1[CH:16]=[C:17]([S:22]([CH2:27][C:28]2[CH:29]=[CH:30][C:31]([C:34]([F:43])([C:35]([F:36])([F:37])[F:38])[C:39]([F:41])([F:42])[F:40])=[CH:32][CH:33]=2)(=[O:24])=[O:23])[CH:18]=[CH:19][C:20]=1[CH3:21]. (4) Reactant: Cl[C:2]1[C:11]([C:12]([OH:14])=O)=[CH:10][C:9]2[C:4](=[CH:5][CH:6]=[CH:7][CH:8]=2)[N:3]=1.[NH2:15][C:16]1[CH:17]=[C:18]([S:22]([NH2:25])(=[O:24])=[O:23])[CH:19]=[CH:20][CH:21]=1.CN(C([O:33][N:34]1[N:42]=[N:41][C:36]2[CH:37]=[CH:38][CH:39]=[N:40][C:35]1=2)=[N+](C)C)C.F[P-](F)(F)(F)(F)F.CN1CCOCC1. Product: [S:22]([C:18]1[CH:17]=[C:16]([NH:15][C:12]([C:11]2[C:2]([O:33][N:34]3[C:35]4=[N:40][CH:39]=[CH:38][CH:37]=[C:36]4[N:41]=[N:42]3)=[N:3][C:4]3[C:9]([CH:10]=2)=[CH:8][CH:7]=[CH:6][CH:5]=3)=[O:14])[CH:21]=[CH:20][CH:19]=1)(=[O:23])(=[O:24])[NH2:25]. The catalyst class is: 3. (5) The catalyst class is: 3. Reactant: [CH3:1][O:2][C:3]([C:5]1[N:6]([CH2:23][C:24]2[CH:29]=[CH:28][C:27]([OH:30])=[CH:26][CH:25]=2)[C:7](=[O:22])[C:8]2[C:13]([C:14]=1[C:15]1[CH:20]=[CH:19][CH:18]=[CH:17][CH:16]=1)=[CH:12][C:11]([Br:21])=[CH:10][CH:9]=2)=[O:4].C(=O)([O-])[O-].[K+].[K+].[CH3:37][O:38][CH2:39]Cl. Product: [CH3:1][O:2][C:3]([C:5]1[N:6]([CH2:23][C:24]2[CH:25]=[CH:26][C:27]([O:30][CH2:37][O:38][CH3:39])=[CH:28][CH:29]=2)[C:7](=[O:22])[C:8]2[C:13]([C:14]=1[C:15]1[CH:16]=[CH:17][CH:18]=[CH:19][CH:20]=1)=[CH:12][C:11]([Br:21])=[CH:10][CH:9]=2)=[O:4]. (6) Product: [CH2:5]([N:7]([CH2:2][CH2:3][OH:4])[CH:8]1[CH2:13][CH2:12][N:11]([C:14]([O:16][C:17]([CH3:19])([CH3:18])[CH3:20])=[O:15])[CH2:10][CH2:9]1)[CH3:6]. The catalyst class is: 10. Reactant: Br[CH2:2][CH2:3][OH:4].[CH2:5]([NH:7][CH:8]1[CH2:13][CH2:12][N:11]([C:14]([O:16][C:17]([CH3:20])([CH3:19])[CH3:18])=[O:15])[CH2:10][CH2:9]1)[CH3:6].C([O-])([O-])=O.[Na+].[Na+]. (7) The catalyst class is: 84. Product: [OH:1][C:2]1[C:11]2[C:6](=[CH:7][CH:8]=[CH:9][CH:10]=2)[C:5]([CH2:12][CH2:13][C:14]([O:16][CH2:17][CH3:18])=[O:15])=[CH:4][CH:3]=1. Reactant: [OH:1][C:2]1[C:11]2[C:6](=[CH:7][CH:8]=[CH:9][CH:10]=2)[C:5](/[CH:12]=[CH:13]/[C:14]([O:16][CH2:17][CH3:18])=[O:15])=[CH:4][CH:3]=1.S(NN)(C1C=CC(C)=CC=1)(=O)=O.CC([O-])=O.[Na+].COCCOC.